Task: Predict which catalyst facilitates the given reaction.. Dataset: Catalyst prediction with 721,799 reactions and 888 catalyst types from USPTO (1) Reactant: Br[C:2]1[CH:9]=[CH:8][C:5]([CH:6]=[O:7])=[CH:4][CH:3]=1.[C:10]([O:14][CH2:15][CH3:16])(=[O:13])[CH:11]=[CH2:12].CC1C=CC=CC=1P(C1C=CC=CC=1C)C1C=CC=CC=1C.C(N(CC)CC)C.[NH4+].[Cl-]. Product: [CH:6]([C:5]1[CH:8]=[CH:9][C:2](/[CH:12]=[CH:11]/[C:10]([O:14][CH2:15][CH3:16])=[O:13])=[CH:3][CH:4]=1)=[O:7]. The catalyst class is: 416. (2) Reactant: COP([CH2:7][C:8](=[O:16])[C:9]([F:15])([F:14])[CH2:10][CH2:11][CH2:12][CH3:13])(=O)OC.O.[OH-].[Li+].[C:20]([O:23][C@@H:24]1[C@H:28]([CH2:29][CH2:30][CH2:31][CH2:32][CH2:33][CH2:34][C:35]([O:37][CH3:38])=[O:36])[C@@H:27]([CH:39]=O)[C@H:26]([O:41][CH:42]2[CH2:47][CH2:46][CH2:45][CH2:44][O:43]2)[CH2:25]1)(=[O:22])[CH3:21].O. Product: [C:20]([O:23][C@@H:24]1[C@H:28]([CH2:29][CH2:30][CH2:31][CH2:32][CH2:33][CH2:34][C:35]([O:37][CH3:38])=[O:36])[C@@H:27](/[CH:39]=[CH:7]/[C:8](=[O:16])[C:9]([F:14])([F:15])[CH2:10][CH2:11][CH2:12][CH3:13])[C@H:26]([O:41][CH:42]2[CH2:47][CH2:46][CH2:45][CH2:44][O:43]2)[CH2:25]1)(=[O:22])[CH3:21]. The catalyst class is: 7. (3) Reactant: [F:1][C:2]1[CH:22]=[CH:21][C:5]([CH2:6][N:7]2[CH2:12][CH2:11][N:10]3[C:13](=[O:19])[CH:14]=[C:15]([OH:18])[C:16]([OH:17])=[C:9]3[C:8]2=[O:20])=[CH:4][CH:3]=1.[NH:23]1[CH2:28][CH2:27][CH2:26][CH2:25][CH2:24]1.[CH2:29]=O. Product: [F:1][C:2]1[CH:3]=[CH:4][C:5]([CH2:6][N:7]2[CH2:12][CH2:11][N:10]3[C:13](=[O:19])[C:14]([CH2:29][N:23]4[CH2:28][CH2:27][CH2:26][CH2:25][CH2:24]4)=[C:15]([OH:18])[C:16]([OH:17])=[C:9]3[C:8]2=[O:20])=[CH:21][CH:22]=1. The catalyst class is: 8. (4) Reactant: [NH2:1][CH:2]([C:5]1[N:10]([CH2:11][C:12]2[CH:17]=[CH:16][CH:15]=[CH:14][CH:13]=2)[C:9](=[O:18])[C:8]2=[CH:19][CH:20]=[C:21]([Cl:22])[N:7]2[N:6]=1)[CH2:3][CH3:4].[C:23]([NH:30][CH:31]([CH3:34])C=O)([O:25][C:26]([CH3:29])([CH3:28])[CH3:27])=[O:24].[CH3:35]C(O)=O.[BH-](OC(C)=O)(OC(C)=O)OC(C)=O.[Na+]. Product: [C:26]([O:25][C:23](=[O:24])[NH:30][CH2:31][CH2:34][CH2:35][NH:1][CH:2]([C:5]1[N:10]([CH2:11][C:12]2[CH:17]=[CH:16][CH:15]=[CH:14][CH:13]=2)[C:9](=[O:18])[C:8]2=[CH:19][CH:20]=[C:21]([Cl:22])[N:7]2[N:6]=1)[CH2:3][CH3:4])([CH3:27])([CH3:28])[CH3:29]. The catalyst class is: 5. (5) Product: [CH2:1]([N:4]1[CH:8]=[CH:7][N:6]=[C:5]1[C:9]1[S:10][C:11]([C:36]2[C:37]([CH3:45])=[N:38][N:39]3[CH:44]=[CH:43][CH:42]=[CH:41][C:40]=23)=[CH:12][C:13]=1[C:14]1[CH:19]=[CH:18][C:17]([Cl:20])=[CH:16][C:15]=1[Cl:21])[CH:2]=[CH2:3]. Reactant: [CH2:1]([N:4]1[CH:8]=[CH:7][N:6]=[C:5]1[C:9]1[S:10][C:11]([Sn](CCCC)(CCCC)CCCC)=[CH:12][C:13]=1[C:14]1[CH:19]=[CH:18][C:17]([Cl:20])=[CH:16][C:15]=1[Cl:21])[CH:2]=[CH2:3].Br[C:36]1[C:37]([CH3:45])=[N:38][N:39]2[CH:44]=[CH:43][CH:42]=[CH:41][C:40]=12. The catalyst class is: 233. (6) Reactant: C([O:3][C:4]([C@H:6]1[CH2:11][CH2:10][C@H:9]([N:12]2[C:16]([CH3:17])=[CH:15][C:14]([CH3:18])=[N:13]2)[CH2:8][CH2:7]1)=[O:5])C.[OH-].[Na+].Cl. Product: [CH3:18][C:14]1[CH:15]=[C:16]([CH3:17])[N:12]([C@H:9]2[CH2:10][CH2:11][C@H:6]([C:4]([OH:5])=[O:3])[CH2:7][CH2:8]2)[N:13]=1. The catalyst class is: 12. (7) Reactant: [Cl:1][C:2]1[N:7]=[CH:6][C:5]([NH:8][C:9](=[O:16])OCC(Cl)(Cl)Cl)=[CH:4][CH:3]=1.[C:17]1([C:23]2[N:27]=[C:26]([N:28]3[CH2:33][CH2:32][NH:31][CH2:30][CH2:29]3)[S:25][N:24]=2)[CH:22]=[CH:21][CH:20]=[CH:19][CH:18]=1.C(N(C(C)C)CC)(C)C.O. Product: [Cl:1][C:2]1[N:7]=[CH:6][C:5]([NH:8][C:9]([N:31]2[CH2:32][CH2:33][N:28]([C:26]3[S:25][N:24]=[C:23]([C:17]4[CH:22]=[CH:21][CH:20]=[CH:19][CH:18]=4)[N:27]=3)[CH2:29][CH2:30]2)=[O:16])=[CH:4][CH:3]=1. The catalyst class is: 16. (8) Reactant: [NH2:1][C:2]1[CH:3]=[C:4]2[C:8](=[CH:9][CH:10]=1)[N:7]([CH2:11][CH2:12][CH3:13])[C:6](=[O:14])[C:5]12[CH2:16][CH2:15]1.[Cl:17][C:18]1[CH:19]=[C:20]([CH2:25][S:26](Cl)(=[O:28])=[O:27])[CH:21]=[CH:22][C:23]=1[Cl:24].N1C=CC=CC=1.CS(C)=O. The catalyst class is: 10. Product: [Cl:17][C:18]1[CH:19]=[C:20]([CH2:25][S:26]([NH:1][C:2]2[CH:3]=[C:4]3[C:8](=[CH:9][CH:10]=2)[N:7]([CH2:11][CH2:12][CH3:13])[C:6](=[O:14])[C:5]23[CH2:16][CH2:15]2)(=[O:28])=[O:27])[CH:21]=[CH:22][C:23]=1[Cl:24].